This data is from Full USPTO retrosynthesis dataset with 1.9M reactions from patents (1976-2016). The task is: Predict the reactants needed to synthesize the given product. (1) Given the product [CH3:38][C:35]1[CH:36]=[CH:37][C:32]([N:28]2[C:29]([NH:31][C:10]([C:3]3[CH:2]=[N:1][N:5]4[CH:6]=[CH:7][CH:8]=[N:9][C:4]=34)=[O:11])=[CH:30][C:26]([N:23]3[CH2:22][CH2:21][N:20]([C:18]([O:17][C:13]([CH3:16])([CH3:15])[CH3:14])=[O:19])[CH2:25][CH2:24]3)=[N:27]2)=[N:33][CH:34]=1, predict the reactants needed to synthesize it. The reactants are: [N:1]1[N:5]2[CH:6]=[CH:7][CH:8]=[N:9][C:4]2=[C:3]([C:10](Cl)=[O:11])[CH:2]=1.[C:13]([O:17][C:18]([N:20]1[CH2:25][CH2:24][N:23]([C:26]2[CH:30]=[C:29]([NH2:31])[N:28]([C:32]3[CH:37]=[CH:36][C:35]([CH3:38])=[CH:34][N:33]=3)[N:27]=2)[CH2:22][CH2:21]1)=[O:19])([CH3:16])([CH3:15])[CH3:14].O. (2) Given the product [CH3:12][N:13]([CH3:14])[C:2]1[N:7]=[CH:6][C:5]([S:8]([NH2:11])(=[O:10])=[O:9])=[CH:4][CH:3]=1, predict the reactants needed to synthesize it. The reactants are: Cl[C:2]1[N:7]=[CH:6][C:5]([S:8]([NH2:11])(=[O:10])=[O:9])=[CH:4][CH:3]=1.[CH3:12][NH:13][CH3:14]. (3) Given the product [CH3:18][O:19][CH2:20][CH2:21][N:22]([CH3:30])[C:23]1[N:24]=[CH:25][C:26]([NH:29][C:15]([C:11]2[N:12]([CH3:14])[N:13]=[C:9]([C:6]3[CH:5]=[CH:4][C:3]([O:2][CH3:1])=[CH:8][CH:7]=3)[CH:10]=2)=[O:17])=[CH:27][CH:28]=1, predict the reactants needed to synthesize it. The reactants are: [CH3:1][O:2][C:3]1[CH:8]=[CH:7][C:6]([C:9]2[CH:10]=[C:11]([C:15]([OH:17])=O)[N:12]([CH3:14])[N:13]=2)=[CH:5][CH:4]=1.[CH3:18][O:19][CH2:20][CH2:21][N:22]([CH3:30])[C:23]1[CH:28]=[CH:27][C:26]([NH2:29])=[CH:25][N:24]=1. (4) Given the product [C:4]([O:8][C:9](=[O:23])[NH:10][C@@H:11]1[C:17](=[O:18])[N:16]([CH2:2][CH3:3])[C:15]2[CH:19]=[CH:20][CH:21]=[CH:22][C:14]=2[O:13][CH2:12]1)([CH3:7])([CH3:5])[CH3:6], predict the reactants needed to synthesize it. The reactants are: I[CH2:2][CH3:3].[C:4]([O:8][C:9](=[O:23])[NH:10][C@@H:11]1[C:17](=[O:18])[NH:16][C:15]2[CH:19]=[CH:20][CH:21]=[CH:22][C:14]=2[O:13][CH2:12]1)([CH3:7])([CH3:6])[CH3:5].